From a dataset of Peptide-MHC class II binding affinity with 134,281 pairs from IEDB. Regression. Given a peptide amino acid sequence and an MHC pseudo amino acid sequence, predict their binding affinity value. This is MHC class II binding data. (1) The peptide sequence is YAGIRRDGLLLRLVD. The MHC is HLA-DQA10101-DQB10501 with pseudo-sequence HLA-DQA10101-DQB10501. The binding affinity (normalized) is 0.0221. (2) The MHC is DRB1_1201 with pseudo-sequence DRB1_1201. The binding affinity (normalized) is 0.579. The peptide sequence is AYEGQRVVFIQPSPV. (3) The peptide sequence is SGGFSTTVSTEQNVP. The MHC is DRB1_0405 with pseudo-sequence DRB1_0405. The binding affinity (normalized) is 0.400. (4) The peptide sequence is PVGFFTALAVLIECH. The MHC is HLA-DQA10102-DQB10602 with pseudo-sequence HLA-DQA10102-DQB10602. The binding affinity (normalized) is 0.411. (5) The binding affinity (normalized) is 0.404. The MHC is DRB1_0404 with pseudo-sequence DRB1_0404. The peptide sequence is MDKFLANVSTVLTGK. (6) The peptide sequence is QYDVIIQHPADMSWC. The MHC is DRB1_0301 with pseudo-sequence DRB1_0301. The binding affinity (normalized) is 0.353. (7) The peptide sequence is FNAKVGDDVKASMLEKYK. The MHC is DRB1_0101 with pseudo-sequence DRB1_0101. The binding affinity (normalized) is 0.